The task is: Predict the product of the given reaction.. This data is from Forward reaction prediction with 1.9M reactions from USPTO patents (1976-2016). (1) Given the reactants [O:1]1[CH:5]=[N:4][N:3]=[C:2]1[C:6]1[CH:11]=[CH:10][C:9]([CH2:12][CH2:13][CH2:14][OH:15])=[CH:8][CH:7]=1.[H-].[Na+].Cl[S:19]([N:22]=C=O)(=[O:21])=[O:20].C(O)=O, predict the reaction product. The product is: [S:19](=[O:21])(=[O:20])([O:15][CH2:14][CH2:13][CH2:12][C:9]1[CH:8]=[CH:7][C:6]([C:2]2[O:1][CH:5]=[N:4][N:3]=2)=[CH:11][CH:10]=1)[NH2:22]. (2) Given the reactants FC(F)(F)C([N:5]1[CH:10]2[CH2:11][CH2:12][CH:6]1[CH2:7][CH:8]([C:13]1[N:18]3[N:19]=[C:20]([C:23]4[CH:28]=[CH:27][N:26]=[CH:25][CH:24]=4)[C:21]([I:22])=[C:17]3[N:16]=[CH:15][CH:14]=1)[CH2:9]2)=O.C(=O)([O-])[O-].[K+].[K+].CO, predict the reaction product. The product is: [CH:6]12[NH:5][CH:10]([CH2:11][CH2:12]1)[CH2:9][CH:8]([C:13]1[N:18]3[N:19]=[C:20]([C:23]4[CH:24]=[CH:25][N:26]=[CH:27][CH:28]=4)[C:21]([I:22])=[C:17]3[N:16]=[CH:15][CH:14]=1)[CH2:7]2. (3) The product is: [C:24]([C:21]1[CH:22]=[CH:23][C:18]([N:12]2[C@@H:11]([C:9]([OH:10])=[O:8])[CH2:15][N:14]([CH3:16])[C:13]2=[O:17])=[CH:19][C:20]=1[C:26]([F:28])([F:29])[F:27])#[N:25]. Given the reactants C([O:8][C:9]([C@H:11]1[CH2:15][N:14]([CH3:16])[C:13](=[O:17])[N:12]1[C:18]1[CH:23]=[CH:22][C:21]([C:24]#[N:25])=[C:20]([C:26]([F:29])([F:28])[F:27])[CH:19]=1)=[O:10])C1C=CC=CC=1, predict the reaction product.